Dataset: Catalyst prediction with 721,799 reactions and 888 catalyst types from USPTO. Task: Predict which catalyst facilitates the given reaction. (1) Reactant: [C:1]1([C:7]2[O:11][N:10]=[C:9]([C:12]([OH:14])=[O:13])[C:8]=2[C:15]([F:18])([F:17])[F:16])[CH:6]=[CH:5][CH:4]=[CH:3][CH:2]=1.Cl[CH2:20]Cl. Product: [C:1]1([C:7]2[O:11][N:10]=[C:9]([C:12]([O:14][CH3:20])=[O:13])[C:8]=2[C:15]([F:17])([F:18])[F:16])[CH:2]=[CH:3][CH:4]=[CH:5][CH:6]=1. The catalyst class is: 5. (2) Reactant: [OH:1][C@H:2]1[CH2:7][CH2:6][C@H:5]([NH2:8])[CH2:4][CH2:3]1.[C:9](OC(OC(C)(C)C)=O)(OC(C)(C)C)=O.[H-].[Al+3].[Li+].[H-].[H-].[H-]. Product: [OH:1][C@H:2]1[CH2:7][CH2:6][C@H:5]([NH:8][CH3:9])[CH2:4][CH2:3]1. The catalyst class is: 821. (3) Reactant: [CH3:1][O:2][C:3](=[O:17])/[CH:4]=[CH:5]/[C:6]1[CH:11]=[CH:10][C:9]([C@H:12]2[CH2:16][CH2:15][CH2:14][NH:13]2)=[CH:8][CH:7]=1.Br[CH2:19][CH2:20][C:21]1[C:22]([CH3:27])=[N:23][NH:24][C:25]=1[CH3:26].C(=O)([O-])[O-].[K+].[K+]. Product: [CH3:1][O:2][C:3](=[O:17])/[CH:4]=[CH:5]/[C:6]1[CH:11]=[CH:10][C:9]([C@H:12]2[CH2:16][CH2:15][CH2:14][N:13]2[CH2:19][CH2:20][C:21]2[C:22]([CH3:27])=[N:23][NH:24][C:25]=2[CH3:26])=[CH:8][CH:7]=1. The catalyst class is: 291.